Task: Binary Classification. Given a drug SMILES string, predict its activity (active/inactive) in a high-throughput screening assay against a specified biological target.. Dataset: HIV replication inhibition screening data with 41,000+ compounds from the AIDS Antiviral Screen (1) The drug is COc1ccc(NC(=S)NN=Cc2cccc(C)n2)cc1. The result is 0 (inactive). (2) The result is 0 (inactive). The molecule is O=c1ccn(C2CCC3(CO)CC23)c(=O)[nH]1. (3) The compound is Nc1nc(S)c2ncn(C3CC(O)C(CO)O3)c2n1. The result is 0 (inactive). (4) The molecule is CC1(C)CC2(C)CC1CC2(O)c1ccccc1. The result is 0 (inactive). (5) The compound is C=C(C)C(=O)N1c2ccc(OC)cc2CC1C(=O)OCC. The result is 0 (inactive). (6) The molecule is O=C1OC2C=CCC1C2. The result is 0 (inactive).